This data is from Cav3 T-type calcium channel HTS with 100,875 compounds. The task is: Binary Classification. Given a drug SMILES string, predict its activity (active/inactive) in a high-throughput screening assay against a specified biological target. (1) The drug is Clc1ccc(S(=O)(=O)Nc2ccncc2)cc1. The result is 0 (inactive). (2) The molecule is s1c2c(NC(NC2=O)c2ccc(OC)cc2)n(c2ccccc2)c1=S. The result is 1 (active). (3) The molecule is o1c2c(N3CCN(CC3)Cc3cc4OCOc4cc3)ncnc2c2c1cccc2. The result is 0 (inactive). (4) The drug is FC(F)(F)c1cc(N2N=C(/N=C\N(C)C)CC2)ccc1. The result is 0 (inactive). (5) The compound is Fc1ccc(C(=O)NC(=O)Nc2c(cc(nc2C)C)C)cc1. The result is 0 (inactive). (6) The molecule is O=c1n2CCCCCc2nc2c1cc(NC(=O)CC(=O)N1CCN(CC1)C(OCC)=O)cc2. The result is 0 (inactive). (7) The drug is O(C1(OCC)N=C(N)C2(C1(C2c1ccc(NC(=O)C)cc1)C#N)C#N)CC. The result is 0 (inactive).